Dataset: TCR-epitope binding with 47,182 pairs between 192 epitopes and 23,139 TCRs. Task: Binary Classification. Given a T-cell receptor sequence (or CDR3 region) and an epitope sequence, predict whether binding occurs between them. (1) The epitope is MPASWVMRI. The TCR CDR3 sequence is CASSHRGQTSSGLCGNEQFF. Result: 1 (the TCR binds to the epitope). (2) The epitope is GTSGSPIINR. The TCR CDR3 sequence is CASSPGRLSHEQFF. Result: 0 (the TCR does not bind to the epitope). (3) The epitope is TFYLTNDVSFL. The TCR CDR3 sequence is CASSQGGDRGDPGDGYTF. Result: 0 (the TCR does not bind to the epitope). (4) The epitope is FPRPWLHGL. The TCR CDR3 sequence is CASSLWDQETQYF. Result: 1 (the TCR binds to the epitope). (5) The epitope is PROT_97E67BCC. The TCR CDR3 sequence is CASSDDRVGDEQFF. Result: 1 (the TCR binds to the epitope). (6) The epitope is KLFIRQEEV. The TCR CDR3 sequence is CAISPSGGPGNEQFF. Result: 1 (the TCR binds to the epitope). (7) The epitope is GLIYNRMGAVTTEV. The TCR CDR3 sequence is CASSFLWANQGATNTGELFF. Result: 0 (the TCR does not bind to the epitope). (8) The epitope is YLNTLTLAV. The TCR CDR3 sequence is CASSSRLAGDPRSLQFF. Result: 1 (the TCR binds to the epitope). (9) The epitope is YLNTLTLAV. The TCR CDR3 sequence is CASSHGDRAAEAFF. Result: 0 (the TCR does not bind to the epitope).